From a dataset of Catalyst prediction with 721,799 reactions and 888 catalyst types from USPTO. Predict which catalyst facilitates the given reaction. (1) Reactant: [C:1]([O:5][C:6]([NH:8][C@@H:9]([CH:13]([CH3:15])[CH3:14])[C:10]([OH:12])=[O:11])=[O:7])([CH3:4])([CH3:3])[CH3:2].F[P-](F)(F)(F)(F)F.CN(C)C(F)=[N+](C)C.C(N(CC)CC)C.[Cl:38][C:39]1[C:44]([NH:45][C:46]2[N:51]=[C:50]([N:52]([CH:62]3[CH2:64][CH2:63]3)[CH2:53][C:54]3[CH:59]=[CH:58][C:57]([O:60][CH3:61])=[CH:56][CH:55]=3)[C:49]3=[N:65][CH:66]=[C:67]([C:68]#[N:69])[N:48]3[N:47]=2)=[CH:43][C:42]([C:70]#[N:71])=[CH:41][C:40]=1[N:72]1[CH2:77][CH2:76][C@@H:75]([NH:78][C:79](=[O:82])[O:80][CH3:81])[C@H:74](O)[CH2:73]1. Product: [C:1]([O:5][C:6]([NH:8][C@H:9]([CH:13]([CH3:15])[CH3:14])[C:10]([O:12][C@@H:76]1[C@@H:75]([NH:78][C:79]([O:80][CH3:81])=[O:82])[CH2:74][CH2:73][N:72]([C:40]2[CH:41]=[C:42]([C:70]#[N:71])[CH:43]=[C:44]([NH:45][C:46]3[N:51]=[C:50]([N:52]([CH:62]4[CH2:64][CH2:63]4)[CH2:53][C:54]4[CH:55]=[CH:56][C:57]([O:60][CH3:61])=[CH:58][CH:59]=4)[C:49]4=[N:65][CH:66]=[C:67]([C:68]#[N:69])[N:48]4[N:47]=3)[C:39]=2[Cl:38])[CH2:77]1)=[O:11])=[O:7])([CH3:4])([CH3:3])[CH3:2]. The catalyst class is: 154. (2) Product: [Br:1][C:2]1[CH:3]=[C:4]2[C:9](=[CH:10][CH:11]=1)[C:8]([N:13]1[CH2:18][CH2:17][O:16][CH2:15][CH2:14]1)=[N:7][N:6]=[CH:5]2. Reactant: [Br:1][C:2]1[CH:3]=[C:4]2[C:9](=[CH:10][CH:11]=1)[C:8](Cl)=[N:7][N:6]=[CH:5]2.[NH:13]1[CH2:18][CH2:17][O:16][CH2:15][CH2:14]1.C(=O)([O-])[O-].[K+].[K+]. The catalyst class is: 10. (3) Reactant: ClC1C=CC2C(=CC([O:18][S:19]([N:21]3[CH2:26][CH2:25][N:24]([CH2:27][C:28]4[CH:33]=[CH:32][C:31]([C:34]#[N:35])=[CH:30][CH:29]=4)[C:23](=[O:36])[CH2:22]3)=[O:20])(C(OC(C)(C)C)=O)N=2)C=1.[ClH:37].[NH:38]1[CH2:41][CH2:40][CH2:39]1.C([N:44]([CH2:47][CH3:48])[CH2:45][CH3:46])C. Product: [N:38]1([N:35]=[CH:34][C:31]2[CH:30]=[CH:29][C:28]([CH2:27][N:24]3[CH2:25][CH2:26][N:21]([S:19]([C:47]4[NH:44][C:45]5[C:46]([CH:48]=4)=[CH:30][C:29]([Cl:37])=[CH:28][CH:27]=5)(=[O:18])=[O:20])[CH2:22][C:23]3=[O:36])=[CH:33][CH:32]=2)[CH2:41][CH2:40][CH2:39]1. The catalyst class is: 14. (4) The catalyst class is: 78. Product: [NH2:1][C:4]1[CH:5]=[CH:6][C:7]([N:10]2[CH2:24][CH2:23][C:13]3([CH2:14][CH:15]([CH2:17][C:18]([O:20][CH2:21][CH3:22])=[O:19])[CH2:16]3)[CH2:12][CH2:11]2)=[N:8][CH:9]=1. Reactant: [N+:1]([C:4]1[CH:5]=[CH:6][C:7]([N:10]2[CH2:24][CH2:23][C:13]3([CH2:16][C:15](=[CH:17][C:18]([O:20][CH2:21][CH3:22])=[O:19])[CH2:14]3)[CH2:12][CH2:11]2)=[N:8][CH:9]=1)([O-])=O.